This data is from Reaction yield outcomes from USPTO patents with 853,638 reactions. The task is: Predict the reaction yield, written as a fraction of the theoretical maximum amount of product (1.0 means a 100% yield; for example, 0.34 means a 34% yield). (1) The yield is 1.00. The reactants are Br[C:2]1[CH:3]=[C:4]([NH:10][C:11]2[CH:16]=[CH:15][C:14]([N:17]3[CH2:22][CH2:21][O:20][CH2:19][CH2:18]3)=[CH:13][N:12]=2)[C:5](=[O:9])[N:6]([CH3:8])[CH:7]=1.[CH3:23][C:24]1([CH3:40])[C:28]([CH3:30])([CH3:29])[O:27][B:26]([B:26]2[O:27][C:28]([CH3:30])([CH3:29])[C:24]([CH3:40])([CH3:23])[O:25]2)[O:25]1.C([O-])(=O)C.[K+].O1CCOCC1. The product is [CH3:8][N:6]1[CH:7]=[C:2]([B:26]2[O:27][C:28]([CH3:30])([CH3:29])[C:24]([CH3:40])([CH3:23])[O:25]2)[CH:3]=[C:4]([NH:10][C:11]2[CH:16]=[CH:15][C:14]([N:17]3[CH2:22][CH2:21][O:20][CH2:19][CH2:18]3)=[CH:13][N:12]=2)[C:5]1=[O:9]. The catalyst is C(OCC)(=O)C.O.C1C=CC(P(C2C=CC=CC=2)[C-]2C=CC=C2)=CC=1.C1C=CC(P(C2C=CC=CC=2)[C-]2C=CC=C2)=CC=1.Cl[Pd]Cl.[Fe+2].C(Cl)Cl. (2) The reactants are Cl[C:2]1[N:7]=[C:6]([NH:8][C:9]([C:11]2([C:14]3[CH:24]=[CH:23][C:17]4[O:18][C:19]([F:22])([F:21])[O:20][C:16]=4[CH:15]=3)[CH2:13][CH2:12]2)=[O:10])[CH:5]=[CH:4][C:3]=1[CH3:25].C(=O)([O-])[O-].[K+].[K+].[CH3:32][S:33]([CH2:36][CH2:37][N:38]1[CH:43]=[C:42](B2OC(C)(C)C(C)(C)O2)[CH:41]=[CH:40][C:39]1=[O:53])(=[O:35])=[O:34].FC(F)(F)C(O)=O. The catalyst is ClCCl.C1C=CC([P]([Pd]([P](C2C=CC=CC=2)(C2C=CC=CC=2)C2C=CC=CC=2)([P](C2C=CC=CC=2)(C2C=CC=CC=2)C2C=CC=CC=2)[P](C2C=CC=CC=2)(C2C=CC=CC=2)C2C=CC=CC=2)(C2C=CC=CC=2)C2C=CC=CC=2)=CC=1.COCCOC. The product is [F:21][C:19]1([F:22])[O:18][C:17]2[CH:23]=[CH:24][C:14]([C:11]3([C:9]([NH:8][C:6]4[CH:5]=[CH:4][C:3]([CH3:25])=[C:2]([C:42]5[CH:41]=[CH:40][C:39](=[O:53])[N:38]([CH2:37][CH2:36][S:33]([CH3:32])(=[O:34])=[O:35])[CH:43]=5)[N:7]=4)=[O:10])[CH2:13][CH2:12]3)=[CH:15][C:16]=2[O:20]1. The yield is 0.0350. (3) The reactants are [C:1]([O:5][C:6]([N:8]([CH2:38][C:39]1[C:44]([Cl:45])=[CH:43][CH:42]=[CH:41][C:40]=1[Cl:46])[C:9]1[C:10]([N:23]([C:31]([O:33][C:34]([CH3:37])([CH3:36])[CH3:35])=[O:32])[C:24]([O:26][C:27]([CH3:30])([CH3:29])[CH3:28])=[O:25])=[N:11][CH:12]=[C:13]([C:15]2[CH:16]=[N:17][N:18]([CH2:20][CH2:21][OH:22])[CH:19]=2)[N:14]=1)=[O:7])([CH3:4])([CH3:3])[CH3:2].CC(OI1(OC(C)=O)(OC(C)=O)OC(=O)C2C=CC=CC1=2)=O.C([O-])(O)=O.[Na+].S([O-])([O-])(=O)=S.[Na+].[Na+]. The catalyst is C(Cl)Cl. The product is [C:1]([O:5][C:6]([N:8]([CH2:38][C:39]1[C:40]([Cl:46])=[CH:41][CH:42]=[CH:43][C:44]=1[Cl:45])[C:9]1[C:10]([N:23]([C:31]([O:33][C:34]([CH3:35])([CH3:36])[CH3:37])=[O:32])[C:24]([O:26][C:27]([CH3:28])([CH3:29])[CH3:30])=[O:25])=[N:11][CH:12]=[C:13]([C:15]2[CH:16]=[N:17][N:18]([CH2:20][CH:21]=[O:22])[CH:19]=2)[N:14]=1)=[O:7])([CH3:2])([CH3:3])[CH3:4]. The yield is 0.930. (4) The reactants are [CH3:1][C:2]1[N:40]=[C:5]2[N:6]([C@H:29]3[CH2:34][CH2:33][C@H:32]([O:35][CH2:36][C:37](=[O:39])[CH3:38])[CH2:31][CH2:30]3)[C:7](=[O:28])[C:8]([CH2:13][C:14]3[CH:19]=[CH:18][C:17]([C:20]4[C:21]([C:26]#[N:27])=[CH:22][CH:23]=[CH:24][CH:25]=4)=[CH:16][CH:15]=3)=[C:9]([CH2:10][CH2:11][CH3:12])[N:4]2[N:3]=1.C(N(C(C)C)CC)(C)C.FC(F)(F)S(O[Si:56]([C:59]([CH3:62])([CH3:61])[CH3:60])([CH3:58])[CH3:57])(=O)=O. The catalyst is C(Cl)Cl.C(OCC)(=O)C. The product is [Si:56]([O:39][C:37](=[CH2:38])[CH2:36][O:35][C@H:32]1[CH2:31][CH2:30][C@H:29]([N:6]2[C:7](=[O:28])[C:8]([CH2:13][C:14]3[CH:15]=[CH:16][C:17]([C:20]4[C:21]([C:26]#[N:27])=[CH:22][CH:23]=[CH:24][CH:25]=4)=[CH:18][CH:19]=3)=[C:9]([CH2:10][CH2:11][CH3:12])[N:4]3[N:3]=[C:2]([CH3:1])[N:40]=[C:5]23)[CH2:34][CH2:33]1)([C:59]([CH3:62])([CH3:61])[CH3:60])([CH3:58])[CH3:57]. The yield is 0.720. (5) The reactants are [Br-].[Li+].[C:3]([Br:6])(=O)[CH3:4].[CH2:7]([O:9][C:10](=[O:19])[CH2:11][C:12]1[CH:13]=CC(Cl)=[N:16][CH:17]=1)[CH3:8].[OH-].[Na+]. The catalyst is C(#N)C.O. The product is [CH2:7]([O:9][C:10](=[O:19])[CH2:11][C:12]1[CH:13]=[CH:4][C:3]([Br:6])=[N:16][CH:17]=1)[CH3:8]. The yield is 0.530. (6) The catalyst is CO. The reactants are [Cl-].[NH4+].[Cl:3][C:4]1[C:9]([CH3:10])=[CH:8][C:7]([N+:11]([O-])=O)=[CH:6][N:5]=1. The product is [Cl:3][C:4]1[N:5]=[CH:6][C:7]([NH2:11])=[CH:8][C:9]=1[CH3:10]. The yield is 0.420. (7) The reactants are [C:1]([C:5]1[CH:6]=[C:7]2[C:12](=[C:13]([F:15])[CH:14]=1)[C:11](=[O:16])[N:10]([C:17]1[C:22]3[CH2:23][CH:24]([OH:33])[CH2:25][C:26]4[NH:27][C:28](=[O:32])[CH:29]=[CH:30][C:31]=4[C:21]=3[CH:20]=[CH:19][CH:18]=1)[N:9]=[CH:8]2)([CH3:4])([CH3:3])[CH3:2].N1C(C)=CC=CC=1C.FC(F)(F)S(O[Si:48]([C:51]([CH3:54])([CH3:53])[CH3:52])([CH3:50])[CH3:49])(=O)=O.[NH4+].[Cl-]. The catalyst is O.CO.CN(C=O)C. The product is [C:51]([Si:48]([CH3:50])([CH3:49])[O:33][CH:24]1[CH2:25][C:26]2[NH:27][C:28](=[O:32])[CH:29]=[CH:30][C:31]=2[C:21]2[CH:20]=[CH:19][CH:18]=[C:17]([N:10]3[N:9]=[CH:8][C:7]4[C:12](=[C:13]([F:15])[CH:14]=[C:5]([C:1]([CH3:4])([CH3:2])[CH3:3])[CH:6]=4)[C:11]3=[O:16])[C:22]=2[CH2:23]1)([CH3:54])([CH3:53])[CH3:52]. The yield is 0.980. (8) The catalyst is C1COCC1.O. The yield is 0.940. The product is [C:20]([C:22]1[S:23][C:24]([CH2:27][NH2:28])=[CH:25][CH:26]=1)#[N:21]. The reactants are C1(P(C2C=CC=CC=2)C2C=CC=CC=2)C=CC=CC=1.[C:20]([C:22]1[S:23][C:24]([CH2:27][N:28]=[N+]=[N-])=[CH:25][CH:26]=1)#[N:21]. (9) The reactants are Br[C:2]1[CH:7]=[CH:6][C:5]([CH2:8][C:9]([OH:11])=[O:10])=[C:4]([F:12])[CH:3]=1.[CH3:13][C:14]1([CH3:30])[C:18]([CH3:20])([CH3:19])[O:17][B:16]([B:16]2[O:17][C:18]([CH3:20])([CH3:19])[C:14]([CH3:30])([CH3:13])[O:15]2)[O:15]1.C([O-])(=O)C.[K+].Cl. The catalyst is O.CN(C=O)C. The product is [F:12][C:4]1[CH:3]=[C:2]([B:16]2[O:17][C:18]([CH3:20])([CH3:19])[C:14]([CH3:30])([CH3:13])[O:15]2)[CH:7]=[CH:6][C:5]=1[CH2:8][C:9]([OH:11])=[O:10]. The yield is 0.950. (10) The reactants are [CH3:1][O:2][C:3]1[CH:4]=[C:5]2[C:10](=[CH:11][C:12]=1[O:13][CH3:14])[N:9]=[CH:8][N:7]=[C:6]2[O:15][C:16]1[CH:22]=[CH:21][C:19]([NH2:20])=[CH:18][CH:17]=1.Cl[C:24](Cl)([O:26][C:27](=[O:33])OC(Cl)(Cl)Cl)Cl.[CH:35]1([CH2:41]CO)[CH2:40][CH2:39][CH2:38][CH2:37][CH2:36]1.C(=O)(O)[O-].[Na+]. The catalyst is C(Cl)Cl.C(N(CC)CC)C.C1(C)C=CC=CC=1. The product is [CH3:1][O:2][C:3]1[CH:4]=[C:5]2[C:10](=[CH:11][C:12]=1[O:13][CH3:14])[N:9]=[CH:8][N:7]=[C:6]2[O:15][C:16]1[CH:22]=[CH:21][C:19]([NH:20][C:27](=[O:33])[O:26][CH2:24][CH2:41][CH:35]2[CH2:40][CH2:39][CH2:38][CH2:37][CH2:36]2)=[CH:18][CH:17]=1. The yield is 0.540.